From a dataset of Catalyst prediction with 721,799 reactions and 888 catalyst types from USPTO. Predict which catalyst facilitates the given reaction. (1) Reactant: [NH2:1][C@H:2]1[CH2:7][C@@H:6]([C:8]([O:10][CH3:11])=[O:9])[C@@H:5]([N:12]2[CH2:16][CH2:15][C@H:14]([NH:17][C:18]([O:20][CH2:21][C:22]3[CH:27]=[CH:26][CH:25]=[CH:24][CH:23]=3)=[O:19])[C:13]2=[O:28])[CH2:4][CH2:3]1.[CH3:29][C:30]([CH3:32])=O.[BH-](OC(C)=O)(OC(C)=O)O[C:35](C)=O.[Na+].C=O. Product: [CH2:21]([O:20][C:18]([NH:17][C@H:14]1[CH2:15][CH2:16][N:12]([C@H:5]2[CH2:4][CH2:3][C@@H:2]([N:1]([CH:30]([CH3:32])[CH3:29])[CH3:35])[CH2:7][C@H:6]2[C:8]([O:10][CH3:11])=[O:9])[C:13]1=[O:28])=[O:19])[C:22]1[CH:27]=[CH:26][CH:25]=[CH:24][CH:23]=1. The catalyst class is: 2. (2) Reactant: [Cl:1][C:2]1[C:3]2[C:10]([I:11])=[CH:9][NH:8][C:4]=2[N:5]=[CH:6][N:7]=1.[H-].[Na+].[H][H].S(O[CH:27]1[CH2:31][CH2:30][O:29][CH2:28]1)(C1C=CC(C)=CC=1)(=O)=O. Product: [Cl:1][C:2]1[C:3]2[C:10]([I:11])=[CH:9][N:8]([CH:27]3[CH2:31][CH2:30][O:29][CH2:28]3)[C:4]=2[N:5]=[CH:6][N:7]=1. The catalyst class is: 35. (3) Reactant: [C:1]([O:5][C:6]([N:8]1[CH2:14][CH2:13][C:12]2[C:15]([S:20][CH2:21][C:22]3[CH:27]=[CH:26][C:25]([CH2:28][OH:29])=[CH:24][CH:23]=3)=[C:16]([Cl:19])[CH:17]=[CH:18][C:11]=2[CH2:10][CH2:9]1)=[O:7])([CH3:4])([CH3:3])[CH3:2].[H-].[Na+].[CH3:32]I. Product: [C:1]([O:5][C:6]([N:8]1[CH2:14][CH2:13][C:12]2[C:15]([S:20][CH2:21][C:22]3[CH:23]=[CH:24][C:25]([CH2:28][O:29][CH3:32])=[CH:26][CH:27]=3)=[C:16]([Cl:19])[CH:17]=[CH:18][C:11]=2[CH2:10][CH2:9]1)=[O:7])([CH3:4])([CH3:2])[CH3:3]. The catalyst class is: 18.